This data is from Peptide-MHC class I binding affinity with 185,985 pairs from IEDB/IMGT. The task is: Regression. Given a peptide amino acid sequence and an MHC pseudo amino acid sequence, predict their binding affinity value. This is MHC class I binding data. (1) The peptide sequence is MCHEGINPN. The MHC is H-2-Db with pseudo-sequence H-2-Db. The binding affinity (normalized) is 0. (2) The peptide sequence is LVPNWSNM. The MHC is Mamu-A01 with pseudo-sequence Mamu-A01. The binding affinity (normalized) is 0.689. (3) The peptide sequence is KSDLQPPNY. The MHC is HLA-A02:01 with pseudo-sequence HLA-A02:01. The binding affinity (normalized) is 0.0847. (4) The peptide sequence is IMAIGIVSIL. The MHC is HLA-B15:01 with pseudo-sequence HLA-B15:01. The binding affinity (normalized) is 0.694. (5) The peptide sequence is LVMAFIAFL. The MHC is HLA-A68:02 with pseudo-sequence HLA-A68:02. The binding affinity (normalized) is 0.718. (6) The peptide sequence is QTVEMSPFY. The MHC is HLA-B27:05 with pseudo-sequence HLA-B27:05. The binding affinity (normalized) is 0.213. (7) The peptide sequence is SLNPYYQSY. The MHC is HLA-A02:06 with pseudo-sequence HLA-A02:06. The binding affinity (normalized) is 0.0847. (8) The peptide sequence is ETIEEPAVE. The MHC is HLA-A31:01 with pseudo-sequence HLA-A31:01. The binding affinity (normalized) is 0.0847. (9) The peptide sequence is SPGDNSAKF. The MHC is HLA-B46:01 with pseudo-sequence HLA-B46:01. The binding affinity (normalized) is 0.0847.